From a dataset of Catalyst prediction with 721,799 reactions and 888 catalyst types from USPTO. Predict which catalyst facilitates the given reaction. Reactant: [O:1]=[C:2]1[CH2:6][CH:5]([CH2:7][CH2:8][CH3:9])[CH2:4][N:3]1[CH2:10][C:11]1[N:15]([CH2:16][C:17]([OH:19])=O)[CH:14]=[N:13][CH:12]=1.C(N(CC)CC)C.[CH2:27]([NH2:34])[C:28]1[CH:33]=[CH:32][CH:31]=[CH:30][CH:29]=1.CN(C(ON1N=NC2C=CC=CC1=2)=[N+](C)C)C.[B-](F)(F)(F)F. Product: [CH2:27]([NH:34][C:17](=[O:19])[CH2:16][N:15]1[C:11]([CH2:10][N:3]2[CH2:4][CH:5]([CH2:7][CH2:8][CH3:9])[CH2:6][C:2]2=[O:1])=[CH:12][N:13]=[CH:14]1)[C:28]1[CH:33]=[CH:32][CH:31]=[CH:30][CH:29]=1. The catalyst class is: 3.